This data is from Catalyst prediction with 721,799 reactions and 888 catalyst types from USPTO. The task is: Predict which catalyst facilitates the given reaction. (1) Reactant: [Br:1][C:2]1[CH:3]=[CH:4][C:5]([OH:10])=[C:6]([CH:9]=1)[CH:7]=[O:8].[O:11]1[C:15]2([CH2:20][CH2:19][C:18]([N:21]3[CH2:26][CH2:25][O:24][CH2:23][CH2:22]3)=[CH:17][CH2:16]2)[O:14][CH2:13][CH2:12]1. Product: [Br:1][C:2]1[CH:9]=[C:6]2[C:5]([O:10][C:18]3([N:21]4[CH2:22][CH2:23][O:24][CH2:25][CH2:26]4)[CH:19]([CH:7]2[OH:8])[CH2:20][C:15]2([O:11][CH2:12][CH2:13][O:14]2)[CH2:16][CH2:17]3)=[CH:4][CH:3]=1. The catalyst class is: 11. (2) Reactant: [CH:1]1([N:4]2[CH2:9][CH2:8][N:7]([CH2:10][C:11]([NH:13][C:14]3[S:15][C:16]4[CH:22]=[C:21]([S:23][C:24]#[N:25])[C:20]([F:26])=[CH:19][C:17]=4[N:18]=3)=[O:12])[CH2:6][CH2:5]2)[CH2:3][CH2:2]1.P([O-])(O)(O)=O.[K+].SCC(C(CS)O)O.ClC1[N:46]2[N:47]=[C:48]([O:51][CH:52]3[CH2:56][CH2:55][O:54][CH2:53]3)[CH:49]=[CH:50][C:45]2=[N:44]N=1. Product: [CH:1]1([N:4]2[CH2:5][CH2:6][N:7]([CH2:10][C:11]([NH:13][C:14]3[S:15][C:16]4[CH:22]=[C:21]([S:23][C:24]5[N:46]6[N:47]=[C:48]([O:51][CH:52]7[CH2:56][CH2:55][O:54][CH2:53]7)[CH:49]=[CH:50][C:45]6=[N:44][N:25]=5)[C:20]([F:26])=[CH:19][C:17]=4[N:18]=3)=[O:12])[CH2:8][CH2:9]2)[CH2:3][CH2:2]1. The catalyst class is: 97.